Dataset: Forward reaction prediction with 1.9M reactions from USPTO patents (1976-2016). Task: Predict the product of the given reaction. (1) Given the reactants [CH2:1]([C:7]1[CH:8]=[C:9]([C:19]2[C:20]3[NH:24][C:23]([CH:25]=[C:26]4[N:60]=[C:29]([C:30]([C:42]5[CH:47]=[C:46]([CH2:48][CH2:49][CH2:50][CH2:51][CH2:52][CH3:53])[CH:45]=[C:44]([CH2:54][CH2:55][CH2:56][CH2:57][CH2:58][CH3:59])[CH:43]=5)=[C:31]5[NH:41][C:34](=[CH:35][C:36]6[CH:37]=[CH:38][C:39]=2[N:40]=6)[CH:33]=[CH:32]5)[CH:28]=[CH:27]4)=[CH:22][CH:21]=3)[CH:10]=[C:11]([CH2:13][CH2:14][CH2:15][CH2:16][CH2:17][CH3:18])[CH:12]=1)[CH2:2][CH2:3][CH2:4][CH2:5][CH3:6].[Br:61]N1C(=O)CCC1=O, predict the reaction product. The product is: [CH2:13]([C:11]1[CH:10]=[C:9]([C:19]2[C:20]3[NH:24][C:23]([CH:25]=[C:26]4[N:60]=[C:29]([C:30]([C:42]5[CH:43]=[C:44]([CH2:54][CH2:55][CH2:56][CH2:57][CH2:58][CH3:59])[CH:45]=[C:46]([CH2:48][CH2:49][CH2:50][CH2:51][CH2:52][CH3:53])[CH:47]=5)=[C:31]5[NH:41][C:34](=[C:35]([Br:61])[C:36]6[CH:37]=[CH:38][C:39]=2[N:40]=6)[CH:33]=[CH:32]5)[CH:28]=[CH:27]4)=[CH:22][CH:21]=3)[CH:8]=[C:7]([CH2:1][CH2:2][CH2:3][CH2:4][CH2:5][CH3:6])[CH:12]=1)[CH2:14][CH2:15][CH2:16][CH2:17][CH3:18]. (2) Given the reactants [F:1][C:2]1[C:3]([O:28]CC2C=CC=CC=2)=[C:4]([C:8]2[N:13]([CH2:14][CH2:15][C:16]3[CH:21]=[CH:20][CH:19]=[CH:18][CH:17]=3)[C:12](=[O:22])[C:11]([CH2:23][CH:24]([CH3:26])[CH3:25])=[C:10]([CH3:27])[N:9]=2)[CH:5]=[CH:6][CH:7]=1.B(Br)(Br)Br, predict the reaction product. The product is: [F:1][C:2]1[C:3]([OH:28])=[C:4]([C:8]2[N:13]([CH2:14][CH2:15][C:16]3[CH:17]=[CH:18][CH:19]=[CH:20][CH:21]=3)[C:12](=[O:22])[C:11]([CH2:23][CH:24]([CH3:25])[CH3:26])=[C:10]([CH3:27])[N:9]=2)[CH:5]=[CH:6][CH:7]=1. (3) Given the reactants Cl.[NH2:2][C:3]1[C:12]([NH2:13])=[C:11]2[C:6]([C:7](=[O:23])[CH:8]=[C:9]([C:14]3[CH:19]=[CH:18][C:17]([N:20]([CH3:22])[CH3:21])=[CH:16][CH:15]=3)[O:10]2)=[CH:5][CH:4]=1.[CH:24](O)=O, predict the reaction product. The product is: [CH3:22][N:20]([CH3:21])[C:17]1[CH:18]=[CH:19][C:14]([C:9]2[O:10][C:11]3[C:12]4[NH:13][CH:24]=[N:2][C:3]=4[CH:4]=[CH:5][C:6]=3[C:7](=[O:23])[CH:8]=2)=[CH:15][CH:16]=1. (4) The product is: [Cl:21][C:18]1[CH:19]=[CH:20][C:15]([O:14][CH:11]2[CH2:10][CH2:9][NH:8][CH2:13][CH2:12]2)=[CH:16][CH:17]=1. Given the reactants C(OC([N:8]1[CH2:13][CH2:12][CH:11]([O:14][C:15]2[CH:20]=[CH:19][C:18]([Cl:21])=[CH:17][CH:16]=2)[CH2:10][CH2:9]1)=O)(C)(C)C.FC(F)(F)C(O)=O, predict the reaction product.